This data is from Catalyst prediction with 721,799 reactions and 888 catalyst types from USPTO. The task is: Predict which catalyst facilitates the given reaction. (1) Reactant: [CH:1]1([N:4]2[CH2:9][CH2:8][CH2:7][C@H:6]([CH2:10][N:11]3[CH2:16][CH2:15][N:14](C(OCC4C=CC=CC=4)=O)[CH2:13][CH2:12]3)[CH2:5]2)[CH2:3][CH2:2]1. Product: [CH:1]1([N:4]2[CH2:9][CH2:8][CH2:7][C@H:6]([CH2:10][N:11]3[CH2:16][CH2:15][NH:14][CH2:13][CH2:12]3)[CH2:5]2)[CH2:3][CH2:2]1. The catalyst class is: 29. (2) Reactant: [CH3:1][O:2][C:3]([N:5]1[CH2:9][CH2:8][CH:7]([C:10]2[CH:15]=[CH:14][CH:13]=[C:12]([NH2:16])[CH:11]=2)[CH2:6]1)=[O:4].C(N(CC)CC)C.[F:24][C:25]([F:38])([F:37])[O:26][C:27]1[CH:32]=[CH:31][C:30]([S:33](Cl)(=[O:35])=[O:34])=[CH:29][CH:28]=1.O. Product: [CH3:1][O:2][C:3]([N:5]1[CH2:9][CH2:8][CH:7]([C:10]2[CH:15]=[CH:14][CH:13]=[C:12]([NH:16][S:33]([C:30]3[CH:29]=[CH:28][C:27]([O:26][C:25]([F:24])([F:37])[F:38])=[CH:32][CH:31]=3)(=[O:35])=[O:34])[CH:11]=2)[CH2:6]1)=[O:4]. The catalyst class is: 1. (3) Reactant: [CH3:1][C:2]1([CH3:30])[C:10]2[C:5](=[CH:6][CH:7]=[CH:8][CH:9]=2)[N:4]([C:11]([NH:13][CH2:14][CH:15]2[CH2:20][CH2:19][N:18]([CH2:21][C:22]3([C:26]([OH:28])=[O:27])[CH2:25][CH2:24][CH2:23]3)[CH2:17][CH2:16]2)=[O:12])[C:3]1=[O:29].[ClH:31]. Product: [ClH:31].[CH3:1][C:2]1([CH3:30])[C:10]2[C:5](=[CH:6][CH:7]=[CH:8][CH:9]=2)[N:4]([C:11]([NH:13][CH2:14][CH:15]2[CH2:20][CH2:19][N:18]([CH2:21][C:22]3([C:26]([OH:28])=[O:27])[CH2:25][CH2:24][CH2:23]3)[CH2:17][CH2:16]2)=[O:12])[C:3]1=[O:29]. The catalyst class is: 7. (4) Reactant: [CH3:1][Mg]Br.[Cl:4][C:5]1[CH:6]=[C:7]([C:12](=[O:32])[CH2:13][CH2:14][CH2:15][C:16]#[C:17][C:18]2[CH:23]=[CH:22][C:21]([N:24]3[CH:28]=[N:27][C:26]([CH3:29])=[N:25]3)=[C:20]([O:30][CH3:31])[CH:19]=2)[CH:8]=[CH:9][C:10]=1[Cl:11].[Cl-].[NH4+]. Product: [Cl:4][C:5]1[CH:6]=[C:7]([C:12]([OH:32])([CH2:13][CH2:14][CH2:15][C:16]#[C:17][C:18]2[CH:23]=[CH:22][C:21]([N:24]3[CH:28]=[N:27][C:26]([CH3:29])=[N:25]3)=[C:20]([O:30][CH3:31])[CH:19]=2)[CH3:1])[CH:8]=[CH:9][C:10]=1[Cl:11]. The catalyst class is: 1. (5) Reactant: [CH:1]1([N:4]2[CH2:9][CH2:8][N:7]([C:10]([C:12]3[CH:17]=[CH:16][C:15]([CH2:18][N:19]4[CH2:24][CH2:23][O:22][CH2:21][CH2:20]4)=[CH:14][CH:13]=3)=[O:11])[CH2:6][CH2:5]2)[CH2:3][CH2:2]1.[ClH:25]. Product: [ClH:25].[ClH:25].[CH:1]1([N:4]2[CH2:5][CH2:6][N:7]([C:10]([C:12]3[CH:13]=[CH:14][C:15]([CH2:18][N:19]4[CH2:20][CH2:21][O:22][CH2:23][CH2:24]4)=[CH:16][CH:17]=3)=[O:11])[CH2:8][CH2:9]2)[CH2:3][CH2:2]1. The catalyst class is: 8. (6) Reactant: Br[C:2]1[CH:3]=[C:4]([NH:11][C:12](=[O:14])[CH3:13])[CH:5]=[C:6]([N+:8]([O-:10])=[O:9])[CH:7]=1.N#N.[O:17]1[C:21]2[CH:22]=[CH:23][CH:24]=[CH:25][C:20]=2[CH:19]=[C:18]1B1OC(C)(C)C(C)(C)O1.C(=O)([O-])[O-].[Na+].[Na+]. Product: [O:17]1[C:21]2[CH:22]=[CH:23][CH:24]=[CH:25][C:20]=2[CH:19]=[C:18]1[C:2]1[CH:3]=[C:4]([NH:11][C:12](=[O:14])[CH3:13])[CH:5]=[C:6]([N+:8]([O-:10])=[O:9])[CH:7]=1. The catalyst class is: 438. (7) Reactant: [N:1]1[C:10]2[C:5](=[CH:6][CH:7]=[CH:8][CH:9]=2)[C:4]([N:11]2[CH2:17][C:16]3[CH:18]=[C:19]([C:22]4[CH:31]=[CH:30][C:25]5[NH:26][C:27](=[S:29])[NH:28][C:24]=5[CH:23]=4)[CH:20]=[CH:21][C:15]=3[O:14][CH2:13][CH2:12]2)=[CH:3][CH:2]=1.[C:32](=O)([O-])[O-].[K+].[K+].CI.C(OCC)(=O)C. Product: [CH3:32][S:29][C:27]1[NH:28][C:24]2[CH:23]=[C:22]([C:19]3[CH:20]=[CH:21][C:15]4[O:14][CH2:13][CH2:12][N:11]([C:4]5[C:5]6[C:10](=[CH:9][CH:8]=[CH:7][CH:6]=6)[N:1]=[CH:2][CH:3]=5)[CH2:17][C:16]=4[CH:18]=3)[CH:31]=[CH:30][C:25]=2[N:26]=1. The catalyst class is: 9.